This data is from Peptide-MHC class I binding affinity with 185,985 pairs from IEDB/IMGT. The task is: Regression. Given a peptide amino acid sequence and an MHC pseudo amino acid sequence, predict their binding affinity value. This is MHC class I binding data. The peptide sequence is RLLLLGLLLL. The MHC is HLA-A02:06 with pseudo-sequence HLA-A02:06. The binding affinity (normalized) is 0.357.